The task is: Regression. Given a peptide amino acid sequence and an MHC pseudo amino acid sequence, predict their binding affinity value. This is MHC class I binding data.. This data is from Peptide-MHC class I binding affinity with 185,985 pairs from IEDB/IMGT. (1) The binding affinity (normalized) is 0. The peptide sequence is SSGHAVEFHNL. The MHC is Patr-B0101 with pseudo-sequence Patr-B0101. (2) The MHC is H-2-Db with pseudo-sequence H-2-Db. The peptide sequence is VILEYCHL. The binding affinity (normalized) is 0.0851. (3) The peptide sequence is YTGPDHQEW. The MHC is HLA-A03:01 with pseudo-sequence HLA-A03:01. The binding affinity (normalized) is 0.0847. (4) The peptide sequence is RPAFPAGTF. The MHC is HLA-A02:06 with pseudo-sequence HLA-A02:06. The binding affinity (normalized) is 0.0847. (5) The peptide sequence is APRRRDEEL. The MHC is HLA-B46:01 with pseudo-sequence HLA-B46:01. The binding affinity (normalized) is 0.0847.